This data is from Forward reaction prediction with 1.9M reactions from USPTO patents (1976-2016). The task is: Predict the product of the given reaction. (1) Given the reactants [CH:1]1[CH:6]=[C:5]2[C:7]([C:9](O)(O)[C:10](=[O:11])[C:4]2=[CH:3][CH:2]=1)=O.F[C:15](F)(F)[C:16]([OH:18])=[O:17].C1CN([P+](ON2N=N[C:40]3[CH:41]=[CH:42][CH:43]=[CH:44][C:39]2=3)(N2CCCC2)N2CCCC2)CC1.F[P-](F)(F)(F)(F)F.[CH2:54](N)[CH2:55][CH2:56][CH2:57][CH2:58][CH2:59][CH2:54][CH2:55][CH2:56][CH2:57][CH2:58][CH2:59]CCCC.[CH3:71][CH2:72]N(C(C)C)C(C)C, predict the reaction product. The product is: [CH2:54]([C:1]1[CH:2]=[CH:3][C:4]([C:10]([C:9]2[CH:7]=[CH:39][C:44]([CH2:43][CH2:42][CH2:41][CH2:40][CH2:15][C:16]([OH:18])=[O:17])=[CH:72][CH:71]=2)=[O:11])=[CH:5][CH:6]=1)[CH2:55][CH2:56][CH2:57][CH2:58][CH3:59]. (2) Given the reactants [NH2:1][C@@H:2]([CH3:28])[C@@H:3]([C:22]1[CH:27]=[CH:26][CH:25]=[CH:24][CH:23]=1)[O:4][C:5]1[CH:6]=[C:7]2[C:11](=[CH:12][CH:13]=1)[N:10]([C:14]1[CH:15]=[C:16]([CH2:20][OH:21])[CH:17]=[CH:18][CH:19]=1)[N:9]=[CH:8]2.C(N(CC)CC)C.[F:36][C:37]([F:48])([F:47])[C:38](O[C:38](=[O:39])[C:37]([F:48])([F:47])[F:36])=[O:39], predict the reaction product. The product is: [F:36][C:37]([F:48])([F:47])[C:38]([NH:1][C@@H:2]([CH3:28])[C@H:3]([O:4][C:5]1[CH:6]=[C:7]2[C:11](=[CH:12][CH:13]=1)[N:10]([C:14]1[CH:19]=[CH:18][CH:17]=[C:16]([CH2:20][OH:21])[CH:15]=1)[N:9]=[CH:8]2)[C:22]1[CH:27]=[CH:26][CH:25]=[CH:24][CH:23]=1)=[O:39].